From a dataset of Forward reaction prediction with 1.9M reactions from USPTO patents (1976-2016). Predict the product of the given reaction. (1) Given the reactants S(Cl)([Cl:3])=O.[Br:5][C:6]1[CH:7]=[CH:8][CH:9]=[C:10]2[C:15]=1[NH:14][CH:13]=[CH:12][C:11]2=O, predict the reaction product. The product is: [Br:5][C:6]1[CH:7]=[CH:8][CH:9]=[C:10]2[C:15]=1[N:14]=[CH:13][CH:12]=[C:11]2[Cl:3]. (2) Given the reactants C(O[C:5](=[O:7])[CH3:6])(=O)C.[N+:8]([C:11]1[CH:12]=[C:13]([NH2:22])[CH:14]=[C:15]([N:17]2[CH:21]=[CH:20][CH:19]=[CH:18]2)[CH:16]=1)([O-:10])=[O:9], predict the reaction product. The product is: [N+:8]([C:11]1[CH:12]=[C:13]([NH:22][C:5](=[O:7])[CH3:6])[CH:14]=[C:15]([N:17]2[CH:18]=[CH:19][CH:20]=[CH:21]2)[CH:16]=1)([O-:10])=[O:9]. (3) Given the reactants [CH:1]1[CH:2]=[CH:3][C:4]2[C:10](=[O:11])[N:9]([CH:12]3[C:18](=[O:19])[NH:17][C:15](=O)[CH2:14][CH2:13]3)[C:7](=[O:8])[C:5]=2[CH:6]=1.COC1C=CC(P2(SP(C3C=CC(OC)=CC=3)(=S)S2)=[S:29])=CC=1, predict the reaction product. The product is: [O:19]=[C:18]1[CH:12]([N:9]2[C:10](=[O:11])[C:4]3[C:5](=[CH:6][CH:1]=[CH:2][CH:3]=3)[C:7]2=[O:8])[CH2:13][CH2:14][C:15](=[S:29])[NH:17]1. (4) The product is: [CH2:18]([NH:25][C:15]([C:9]1([NH:8][C:6](=[O:7])[O:5][C:1]([CH3:2])([CH3:3])[CH3:4])[CH2:10][CH2:11][CH2:12][CH2:13][CH2:14]1)=[O:17])[C:19]1[CH:24]=[CH:23][CH:22]=[CH:21][CH:20]=1. Given the reactants [C:1]([O:5][C:6]([NH:8][C:9]1([C:15]([OH:17])=O)[CH2:14][CH2:13][CH2:12][CH2:11][CH2:10]1)=[O:7])([CH3:4])([CH3:3])[CH3:2].[CH2:18]([NH2:25])[C:19]1[CH:24]=[CH:23][CH:22]=[CH:21][CH:20]=1.CN(C(ON1N=NC2C=CC=NC1=2)=[N+](C)C)C.F[P-](F)(F)(F)(F)F, predict the reaction product.